This data is from Forward reaction prediction with 1.9M reactions from USPTO patents (1976-2016). The task is: Predict the product of the given reaction. Given the reactants [NH2:1]/[C:2](=[N:9]\[O:10][C:11]([C@@H:13]1[CH2:17][CH2:16][C@H:15]([NH:18][C:19](=[O:25])[O:20][C:21]([CH3:24])([CH3:23])[CH3:22])[CH2:14]1)=O)/[C:3]1[CH:8]=[CH:7][CH:6]=[CH:5][CH:4]=1.C([O-])(=O)C.[Na+], predict the reaction product. The product is: [C:3]1([C:2]2[N:1]=[C:11]([C@@H:13]3[CH2:17][CH2:16][C@H:15]([NH:18][C:19](=[O:25])[O:20][C:21]([CH3:24])([CH3:23])[CH3:22])[CH2:14]3)[O:10][N:9]=2)[CH:8]=[CH:7][CH:6]=[CH:5][CH:4]=1.